The task is: Regression. Given two drug SMILES strings and cell line genomic features, predict the synergy score measuring deviation from expected non-interaction effect.. This data is from NCI-60 drug combinations with 297,098 pairs across 59 cell lines. (1) Drug 1: CC1OCC2C(O1)C(C(C(O2)OC3C4COC(=O)C4C(C5=CC6=C(C=C35)OCO6)C7=CC(=C(C(=C7)OC)O)OC)O)O. Drug 2: CC1C(C(CC(O1)OC2CC(CC3=C2C(=C4C(=C3O)C(=O)C5=CC=CC=C5C4=O)O)(C(=O)C)O)N)O. Cell line: UACC-257. Synergy scores: CSS=66.3, Synergy_ZIP=-6.68, Synergy_Bliss=-1.79, Synergy_Loewe=1.90, Synergy_HSA=3.61. (2) Drug 1: CCN(CC)CCNC(=O)C1=C(NC(=C1C)C=C2C3=C(C=CC(=C3)F)NC2=O)C. Drug 2: CC(C)(C#N)C1=CC(=CC(=C1)CN2C=NC=N2)C(C)(C)C#N. Cell line: RXF 393. Synergy scores: CSS=-2.11, Synergy_ZIP=1.44, Synergy_Bliss=1.93, Synergy_Loewe=-2.70, Synergy_HSA=-1.44. (3) Drug 1: C1CN1P(=S)(N2CC2)N3CC3. Drug 2: C1=CN(C(=O)N=C1N)C2C(C(C(O2)CO)O)O.Cl. Cell line: MDA-MB-435. Synergy scores: CSS=20.1, Synergy_ZIP=-7.40, Synergy_Bliss=-2.97, Synergy_Loewe=-15.4, Synergy_HSA=-2.52. (4) Drug 1: CN(C)N=NC1=C(NC=N1)C(=O)N. Drug 2: CCC1(C2=C(COC1=O)C(=O)N3CC4=CC5=C(C=CC(=C5CN(C)C)O)N=C4C3=C2)O.Cl. Cell line: NCI-H322M. Synergy scores: CSS=-1.89, Synergy_ZIP=2.24, Synergy_Bliss=2.18, Synergy_Loewe=0.797, Synergy_HSA=-0.916. (5) Drug 1: CC1=C2C(C(=O)C3(C(CC4C(C3C(C(C2(C)C)(CC1OC(=O)C(C(C5=CC=CC=C5)NC(=O)OC(C)(C)C)O)O)OC(=O)C6=CC=CC=C6)(CO4)OC(=O)C)OC)C)OC. Drug 2: C1=C(C(=O)NC(=O)N1)F. Cell line: K-562. Synergy scores: CSS=59.8, Synergy_ZIP=-6.93, Synergy_Bliss=-10.9, Synergy_Loewe=-8.60, Synergy_HSA=-5.97. (6) Drug 1: C1=NC2=C(N1)C(=S)N=C(N2)N. Drug 2: CN(C(=O)NC(C=O)C(C(C(CO)O)O)O)N=O. Cell line: NCI-H322M. Synergy scores: CSS=33.2, Synergy_ZIP=-6.13, Synergy_Bliss=-3.18, Synergy_Loewe=-46.0, Synergy_HSA=-2.76. (7) Drug 1: CC=C1C(=O)NC(C(=O)OC2CC(=O)NC(C(=O)NC(CSSCCC=C2)C(=O)N1)C(C)C)C(C)C. Drug 2: CC12CCC3C(C1CCC2OP(=O)(O)O)CCC4=C3C=CC(=C4)OC(=O)N(CCCl)CCCl.[Na+]. Cell line: SK-OV-3. Synergy scores: CSS=62.4, Synergy_ZIP=1.77, Synergy_Bliss=1.24, Synergy_Loewe=-31.4, Synergy_HSA=-0.490.